From a dataset of Forward reaction prediction with 1.9M reactions from USPTO patents (1976-2016). Predict the product of the given reaction. (1) Given the reactants [CH2:1]([N:8]([CH2:14][C:15]1[CH:16]=[C:17]([CH:21]=[CH:22][C:23]=1[Br:24])[C:18]([OH:20])=O)[C:9]([CH:11]1[CH2:13][CH2:12]1)=[O:10])[C:2]1[CH:7]=[CH:6][CH:5]=[CH:4][CH:3]=1.C(Cl)(=O)C(Cl)=O.C(N(C(C)C)CC)(C)C.[CH2:40]([NH2:47])[C:41]1[CH:46]=[CH:45][CH:44]=[CH:43][CH:42]=1, predict the reaction product. The product is: [CH2:40]([NH:47][C:18](=[O:20])[C:17]1[CH:21]=[CH:22][C:23]([Br:24])=[C:15]([CH2:14][N:8]([CH2:1][C:2]2[CH:7]=[CH:6][CH:5]=[CH:4][CH:3]=2)[C:9]([CH:11]2[CH2:12][CH2:13]2)=[O:10])[CH:16]=1)[C:41]1[CH:46]=[CH:45][CH:44]=[CH:43][CH:42]=1. (2) Given the reactants [Br:1][C:2]1[CH:6]=[C:5](Br)[S:4][C:3]=1[O:8][CH2:9][CH3:10].B(OCCCC)(OCCCC)OCCCC.I[C:28]1[CH:33]=[CH:32][CH:31]=[CH:30][CH:29]=1.C([O-])([O-])=O.[Na+].[Na+], predict the reaction product. The product is: [Br:1][C:2]1[CH:6]=[C:5]([C:28]2[CH:33]=[CH:32][CH:31]=[CH:30][CH:29]=2)[S:4][C:3]=1[O:8][CH2:9][CH3:10]. (3) Given the reactants [F:1][C:2]1[CH:7]=[CH:6][C:5]([NH:8][C:9]2[CH:10]=[CH:11][C:12]3[C:18](=[O:19])[C:17]4[CH:20]=[CH:21][CH:22]=[CH:23][C:16]=4[CH2:15][O:14][C:13]=3[CH:24]=2)=[C:4]([N+:25]([O-])=O)[CH:3]=1.O.O.[Sn](Cl)Cl.[OH-].[Na+], predict the reaction product. The product is: [NH2:25][C:4]1[CH:3]=[C:2]([F:1])[CH:7]=[CH:6][C:5]=1[NH:8][C:9]1[CH:10]=[CH:11][C:12]2[C:18](=[O:19])[C:17]3[CH:20]=[CH:21][CH:22]=[CH:23][C:16]=3[CH2:15][O:14][C:13]=2[CH:24]=1. (4) Given the reactants [C:1]([O:5][C:6]([N:8]1[CH2:14][CH2:13][C:12]2[N:15]=[CH:16][NH:17][C:11]=2[CH2:10][CH2:9]1)=[O:7])([CH3:4])([CH3:3])[CH3:2].C1C(=O)N([I:25])C(=O)C1, predict the reaction product. The product is: [C:1]([O:5][C:6]([N:8]1[CH2:9][CH2:10][C:11]2[N:17]=[C:16]([I:25])[NH:15][C:12]=2[CH2:13][CH2:14]1)=[O:7])([CH3:4])([CH3:2])[CH3:3]. (5) Given the reactants [F:1][C:2]1[CH:7]=[CH:6][C:5]([CH2:8][NH:9][C:10]([C:12]2[C:13]([NH:27][CH2:28][CH2:29][CH2:30][CH:31]([OH:35])[CH2:32][CH:33]=C)=[N:14][C:15]([NH:18][CH2:19][CH2:20][CH2:21][CH2:22][CH2:23][CH2:24][CH:25]=C)=[N:16][CH:17]=2)=[O:11])=[CH:4][CH:3]=1.C1(=O)C=CC(=O)C=C1, predict the reaction product. The product is: [F:1][C:2]1[CH:7]=[CH:6][C:5]([CH2:8][NH:9][C:10]([C:12]2[CH:17]=[N:16][C:15]3[NH:18][CH2:19][CH2:20][CH2:21][CH2:22][CH2:23][CH2:24][CH2:25][CH2:33][CH2:32][CH:31]([OH:35])[CH2:30][CH2:29][CH2:28][NH:27][C:13]=2[N:14]=3)=[O:11])=[CH:4][CH:3]=1.